This data is from Reaction yield outcomes from USPTO patents with 853,638 reactions. The task is: Predict the reaction yield, written as a fraction of the theoretical maximum amount of product (1.0 means a 100% yield; for example, 0.34 means a 34% yield). (1) The reactants are [NH2:1][C:2]1[CH:7]=[CH:6][CH:5]=[CH:4][N:3]=1.[F:8][C:9]([F:16])([F:15])[C:10](OCC)=[O:11].CN(C1C=CC=CN=1)C. The catalyst is O1CCCC1. The product is [F:8][C:9]([F:16])([F:15])[C:10]([N:1]=[C:2]1[CH:7]=[CH:6][CH:5]=[CH:4][NH:3]1)=[O:11]. The yield is 0.137. (2) The reactants are [NH:1]1[CH2:6][CH2:5][O:4][CH2:3][CH2:2]1.Cl[C:8]1[C:13](=[O:14])[N:12]([CH3:15])[CH:11]=[C:10]2[C:16](=[O:32])[N:17]([CH2:20][CH2:21][C:22]3[CH:31]=[CH:30][C:29]4[C:24](=[CH:25][CH:26]=[CH:27][CH:28]=4)[N:23]=3)[C:18](=[O:19])[C:9]=12. The yield is 1.23. The product is [CH3:15][N:12]1[C:13](=[O:14])[C:8]([N:1]2[CH2:6][CH2:5][O:4][CH2:3][CH2:2]2)=[C:9]2[C:18](=[O:19])[N:17]([CH2:20][CH2:21][C:22]3[CH:31]=[CH:30][C:29]4[C:24](=[CH:25][CH:26]=[CH:27][CH:28]=4)[N:23]=3)[C:16](=[O:32])[C:10]2=[CH:11]1. The catalyst is CCO. (3) The reactants are [C:1]([N:4]1[CH2:9][CH2:8][C:7]2[N:10]=[C:11]([CH3:37])[N:12]([CH:13]3[CH2:18][CH2:17][N:16]([CH:19]([CH3:36])[CH2:20][C@H:21]([NH:28]C(=O)OC(C)(C)C)[C:22]4[CH:27]=[CH:26][CH:25]=[CH:24][CH:23]=4)[CH2:15][CH2:14]3)[C:6]=2[CH2:5]1)(=[O:3])[CH3:2].Cl. No catalyst specified. The product is [C:1]([N:4]1[CH2:9][CH2:8][C:7]2[N:10]=[C:11]([CH3:37])[N:12]([CH:13]3[CH2:14][CH2:15][N:16]([CH:19]([CH3:36])[CH2:20][C@@H:21]([C:22]4[CH:23]=[CH:24][CH:25]=[CH:26][CH:27]=4)[NH2:28])[CH2:17][CH2:18]3)[C:6]=2[CH2:5]1)(=[O:3])[CH3:2]. The yield is 0.850. (4) The reactants are [N:1]1[CH:6]=[CH:5][CH:4]=[CH:3][C:2]=1[CH3:7].[Br:8][CH2:9][C:10]([C:12]1[CH:17]=[CH:16][CH:15]=[CH:14][CH:13]=1)=[O:11]. The product is [Br-:8].[CH3:7][C:2]1[CH:3]=[CH:4][CH:5]=[CH:6][N+:1]=1[CH2:9][C:10](=[O:11])[C:12]1[CH:17]=[CH:16][CH:15]=[CH:14][CH:13]=1. The catalyst is CO. The yield is 0.860. (5) The reactants are [Cl:1][C:2]1[C:3]([I:16])=[C:4]([NH:10][CH:11]([CH2:14][CH3:15])[CH2:12][CH3:13])[C:5]([C:8]#[N:9])=[N:6][CH:7]=1.C(=O)([O-])[O-:18].[K+].[K+].OO. The catalyst is CS(C)=O.CCOC(C)=O. The product is [Cl:1][C:2]1[C:3]([I:16])=[C:4]([NH:10][CH:11]([CH2:14][CH3:15])[CH2:12][CH3:13])[C:5]([C:8]([NH2:9])=[O:18])=[N:6][CH:7]=1. The yield is 0.830. (6) The reactants are Br[CH2:2][C:3]1[CH:8]=[CH:7][C:6]([I:9])=[C:5]([C:10]([O:19][CH2:20][O:21][CH3:22])([C:15]([F:18])([F:17])[F:16])[C:11]([F:14])([F:13])[F:12])[CH:4]=1.C(=O)([O-])[O-].[K+].[K+].[I-].[K+].[CH2:31]([NH:34][CH2:35][CH:36]=[CH2:37])[CH:32]=[CH2:33]. The catalyst is C(#N)C. The product is [CH2:31]([N:34]([CH2:2][C:3]1[CH:8]=[CH:7][C:6]([I:9])=[C:5]([C:10]([O:19][CH2:20][O:21][CH3:22])([C:15]([F:18])([F:17])[F:16])[C:11]([F:14])([F:13])[F:12])[CH:4]=1)[CH2:35][CH:36]=[CH2:37])[CH:32]=[CH2:33]. The yield is 0.850. (7) The reactants are [CH2:1]([C:4]1([N:17]([CH2:22][C:23]2[CH:31]=[CH:30][CH:29]=[C:28]3[C:24]=2[CH:25]=[CH:26][N:27]3[S:32]([C:35]2[CH:41]=[CH:40][C:38]([CH3:39])=[CH:37][CH:36]=2)(=[O:34])=[O:33])[C:18](=[O:21])C=C)[CH2:9][CH2:8][N:7]([C:10]([O:12][C:13]([CH3:16])([CH3:15])[CH3:14])=[O:11])[CH2:6][CH2:5]1)[CH:2]=[CH2:3]. The catalyst is ClCCl.Cl[Ru](=C1N(C2C(C)=CC(C)=CC=2C)CCN1C1C(C)=CC(C)=CC=1C)(Cl)(=CC1C=CC=CC=1)[P](C1CCCCC1)(C1CCCCC1)C1CCCCC1. The product is [O:21]=[C:18]1[CH:3]=[CH:2][CH2:1][C:4]2([CH2:9][CH2:8][N:7]([C:10]([O:12][C:13]([CH3:14])([CH3:16])[CH3:15])=[O:11])[CH2:6][CH2:5]2)[N:17]1[CH2:22][C:23]1[CH:31]=[CH:30][CH:29]=[C:28]2[C:24]=1[CH:25]=[CH:26][N:27]2[S:32]([C:35]1[CH:41]=[CH:40][C:38]([CH3:39])=[CH:37][CH:36]=1)(=[O:34])=[O:33]. The yield is 0.840. (8) The reactants are [CH3:1][O:2][C:3]1[CH:8]=[CH:7][C:6]([CH2:9][C:10]2[C:19]3[C:14](=[CH:15][CH:16]=[CH:17][CH:18]=3)[C:13](=[O:20])[NH:12][N:11]=2)=[CH:5][CH:4]=1.[C:21]([N:28]1[CH2:34][CH2:33][CH2:32][C@@H:29]1[CH2:30]O)([O:23][C:24]([CH3:27])([CH3:26])[CH3:25])=[O:22].C1(P(C2C=CC=CC=2)C2C=CC=CC=2)C=CC=CC=1.N(C(OC(C)(C)C)=O)=NC(OC(C)(C)C)=O. The catalyst is C1COCC1. The product is [CH3:1][O:2][C:3]1[CH:4]=[CH:5][C:6]([CH2:9][C:10]2[C:19]3[C:14](=[CH:15][CH:16]=[CH:17][CH:18]=3)[C:13](=[O:20])[N:12]([CH2:30][C@H:29]3[CH2:32][CH2:33][CH2:34][N:28]3[C:21]([O:23][C:24]([CH3:25])([CH3:27])[CH3:26])=[O:22])[N:11]=2)=[CH:7][CH:8]=1. The yield is 0.910. (9) The yield is 0.540. The reactants are [F:1][C:2]1[CH:8]=[CH:7][C:5]([NH2:6])=[CH:4][CH:3]=1.[CH:9](=O)[CH:10]([CH3:12])[CH3:11].C(O[BH-](OC(=O)C)OC(=O)C)(=O)C.[Na+]. The catalyst is C(Cl)Cl. The product is [F:1][C:2]1[CH:8]=[CH:7][C:5]([NH:6][CH2:9][CH:10]([CH3:12])[CH3:11])=[CH:4][CH:3]=1.